This data is from Catalyst prediction with 721,799 reactions and 888 catalyst types from USPTO. The task is: Predict which catalyst facilitates the given reaction. (1) Reactant: [N:1]1[CH:6]=[CH:5][C:4]([CH3:7])=[CH:3][CH:2]=1.C([Li])CCC.N1C=[CH:17][C:16]([CH2:19][Li])=[CH:15]C=1.BrCC(C)C. Product: [CH2:7]([C:4]1[CH:5]=[CH:6][N:1]=[CH:2][CH:3]=1)[CH2:15][CH:16]([CH3:19])[CH3:17]. The catalyst class is: 20. (2) Reactant: [H-].[Na+].[CH:3]1([C:6]2[CH:10]=[N:9][N:8]([C:11]3[CH:16]=[CH:15][CH:14]=[CH:13][C:12]=3[O:17][C:18]([F:21])([F:20])[F:19])[C:7]=2[CH2:22][O:23][C:24]2[CH:29]=[CH:28][C:27]([NH:30][CH3:31])=[C:26]([CH3:32])[CH:25]=2)[CH2:5][CH2:4]1.[CH3:33][O:34][C:35](=[O:46])[C:36]1[CH:41]=[CH:40][C:39]([CH2:42]Br)=[CH:38][C:37]=1[O:44][CH3:45]. Product: [CH3:33][O:34][C:35](=[O:46])[C:36]1[CH:41]=[CH:40][C:39]([CH2:42][N:30]([C:27]2[CH:28]=[CH:29][C:24]([O:23][CH2:22][C:7]3[N:8]([C:11]4[CH:16]=[CH:15][CH:14]=[CH:13][C:12]=4[O:17][C:18]([F:20])([F:21])[F:19])[N:9]=[CH:10][C:6]=3[CH:3]3[CH2:4][CH2:5]3)=[CH:25][C:26]=2[CH3:32])[CH3:31])=[CH:38][C:37]=1[O:44][CH3:45]. The catalyst class is: 18.